Dataset: Reaction yield outcomes from USPTO patents with 853,638 reactions. Task: Predict the reaction yield, written as a fraction of the theoretical maximum amount of product (1.0 means a 100% yield; for example, 0.34 means a 34% yield). (1) The reactants are Br.[Br:2][CH2:3][CH2:4][CH2:5][NH2:6].C([O-])([O-])=O.[K+].[K+].[C:13](O[C:13]([O:15][C:16]([CH3:19])([CH3:18])[CH3:17])=[O:14])([O:15][C:16]([CH3:19])([CH3:18])[CH3:17])=[O:14]. The catalyst is O1CCOCC1.O. The product is [Br:2][CH:3]([C:13]([O:15][C:16]([CH3:19])([CH3:18])[CH3:17])=[O:14])[CH2:4][CH2:5][NH2:6]. The yield is 0.930. (2) The reactants are [CH2:1]([O:8][C:9]([N:11]1[CH2:15][C@@H:14]([O:16][Si:17]([C:20]([CH3:23])([CH3:22])[CH3:21])([CH3:19])[CH3:18])[CH2:13][C@@H:12]1[CH:24]([OH:33])[C:25]1[C:26]([CH3:32])=[N:27][N:28]([CH3:31])[C:29]=1[CH3:30])=[O:10])[C:2]1[CH:7]=[CH:6][CH:5]=[CH:4][CH:3]=1.N1C=CC=CC=1.[CH:40]1[CH:45]=[CH:44][C:43]([O:46][C:47](Cl)=[S:48])=[CH:42][CH:41]=1. The catalyst is ClCCl. The product is [CH2:1]([O:8][C:9]([N:11]1[CH2:15][C@@H:14]([O:16][Si:17]([C:20]([CH3:23])([CH3:22])[CH3:21])([CH3:19])[CH3:18])[CH2:13][C@@H:12]1[CH:24]([O:33][C:47]([O:46][C:43]1[CH:44]=[CH:45][CH:40]=[CH:41][CH:42]=1)=[S:48])[C:25]1[C:26]([CH3:32])=[N:27][N:28]([CH3:31])[C:29]=1[CH3:30])=[O:10])[C:2]1[CH:3]=[CH:4][CH:5]=[CH:6][CH:7]=1. The yield is 0.580. (3) The reactants are [OH:1][C:2]1[CH:10]=[C:9]([NH:11][S:12]([C:15]2[C:19]([Cl:20])=[C:18]([Cl:21])[S:17][C:16]=2[Cl:22])(=[O:14])=[O:13])[CH:8]=[CH:7][C:3]=1[C:4]([OH:6])=[O:5].[CH2:23]([N:30]1[CH2:34][CH2:33][CH:32](O)[CH2:31]1)[C:24]1[CH:29]=[CH:28][CH:27]=[CH:26][CH:25]=1. The catalyst is CCOC(C)=O. The product is [OH:1][C:2]1[CH:10]=[C:9]([NH:11][S:12]([C:15]2[C:19]([Cl:20])=[C:18]([Cl:21])[S:17][C:16]=2[Cl:22])(=[O:14])=[O:13])[CH:8]=[CH:7][C:3]=1[C:4]([O:6][CH:32]1[CH2:33][CH2:34][N:30]([CH2:23][C:24]2[CH:29]=[CH:28][CH:27]=[CH:26][CH:25]=2)[CH2:31]1)=[O:5]. The yield is 0.170. (4) The reactants are [CH3:1][C:2]1[CH:7]=[CH:6][C:5]([C:8]2[CH:13]=[C:12]([N:14]3[C:22]4[C:17](=[CH:18][CH:19]=[CH:20][CH:21]=4)[CH2:16][C:15]3=[O:23])[CH:11]=[C:10]([C:24](O)=[O:25])[CH:9]=2)=[CH:4][CH:3]=1.[CH3:27][C:28]1[N:29]=[CH:30][C:31]([CH2:34][NH2:35])=[N:32][CH:33]=1.C1C=NC2N(O)N=NC=2C=1.CN1CCOCC1.CCN=C=NCCCN(C)C. The catalyst is CN(C=O)C. The product is [CH3:27][C:28]1[N:29]=[CH:30][C:31]([CH2:34][NH:35][C:24]([C:10]2[CH:9]=[C:8]([C:5]3[CH:4]=[CH:3][C:2]([CH3:1])=[CH:7][CH:6]=3)[CH:13]=[C:12]([N:14]3[C:22]4[C:17](=[CH:18][CH:19]=[CH:20][CH:21]=4)[CH2:16][C:15]3=[O:23])[CH:11]=2)=[O:25])=[N:32][CH:33]=1. The yield is 0.0500. (5) The reactants are [N:1]1[CH:6]=[CH:5][CH:4]=[C:3]([C:7]2[S:8][C:9]([C:16]([OH:18])=O)=[C:10]([C:12]([F:15])([F:14])[F:13])[N:11]=2)[CH:2]=1.S(Cl)(Cl)=O.[CH3:23][NH:24][CH3:25]. The catalyst is C1COCC1. The product is [CH3:23][N:24]([CH3:25])[C:16]([C:9]1[S:8][C:7]([C:3]2[CH:2]=[N:1][CH:6]=[CH:5][CH:4]=2)=[N:11][C:10]=1[C:12]([F:13])([F:14])[F:15])=[O:18]. The yield is 0.740. (6) The reactants are N[C:2]1[CH:23]=[CH:22][C:5]([O:6][C:7]2[C:16]([Br:17])=[CH:15][CH:14]=[C:13]3[C:8]=2[CH2:9][CH2:10][C@H:11]([CH3:21])[N:12]3[C:18](=[O:20])[CH3:19])=[C:4]([F:24])[CH:3]=1.C(O)(=O)C.N([O-])=O.[Na+].S(=O)(O)[O-].[Na+]. The catalyst is C(O)C. The product is [Br:17][C:16]1[C:7]([O:6][C:5]2[CH:22]=[CH:23][CH:2]=[CH:3][C:4]=2[F:24])=[C:8]2[C:13](=[CH:14][CH:15]=1)[N:12]([C:18](=[O:20])[CH3:19])[C@@H:11]([CH3:21])[CH2:10][CH2:9]2. The yield is 0.860. (7) The reactants are [CH3:1][NH:2][C:3]1[CH2:7][S:6][C:5](=[O:8])[N:4]=1.CC(C)([O-])C.[K+].[CH:15]([C:17]1[CH:35]=[CH:34][C:20]([O:21][C:22]2[C:31]3[C:26](=[CH:27][CH:28]=[CH:29][CH:30]=3)[C:25]([C:32]#[N:33])=[CH:24][CH:23]=2)=[C:19]([O:36][CH3:37])[CH:18]=1)=[O:16].[Cl-].[NH4+]. The catalyst is CN(C)C=O. The product is [OH:16][CH:15]([CH:7]1[S:6][C:5](=[O:8])[N:4]=[C:3]1[NH:2][CH3:1])[C:17]1[CH:35]=[CH:34][C:20]([O:21][C:22]2[C:31]3[C:26](=[CH:27][CH:28]=[CH:29][CH:30]=3)[C:25]([C:32]#[N:33])=[CH:24][CH:23]=2)=[C:19]([O:36][CH3:37])[CH:18]=1. The yield is 0.350.